Predict which catalyst facilitates the given reaction. From a dataset of Catalyst prediction with 721,799 reactions and 888 catalyst types from USPTO. (1) The catalyst class is: 23. Product: [N:19]1([C:2]2[O:6][N:5]=[C:4]([C:7]3[CH:12]=[CH:11][C:10]([CH3:13])=[C:9]([N+:14]([O-:16])=[O:15])[CH:8]=3)[N:3]=2)[CH2:20][CH2:23][CH2:22]1. Reactant: Cl[C:2]1[O:6][N:5]=[C:4]([C:7]2[CH:12]=[CH:11][C:10]([CH3:13])=[C:9]([N+:14]([O-:16])=[O:15])[CH:8]=2)[N:3]=1.C([N:19]([CH2:22][CH3:23])[CH2:20]C)C.Cl.N1CCC1. (2) Reactant: F[C:2]1[CH:7]=[CH:6][C:5]([NH:8][C:9]([NH:11][C:12]2[CH:17]=[CH:16][C:15]([O:18][C:19]3[CH:24]=[CH:23][CH:22]=[CH:21][CH:20]=3)=[CH:14][CH:13]=2)=[O:10])=[CH:4][C:3]=1[N+:25]([O-:27])=[O:26].[CH2:28]([N:30]1[CH2:34][CH2:33][CH2:32][CH:31]1[CH2:35][NH2:36])[CH3:29]. Product: [CH2:28]([N:30]1[CH2:34][CH2:33][CH2:32][CH:31]1[CH2:35][NH:36][C:2]1[CH:7]=[CH:6][C:5]([NH:8][C:9]([NH:11][C:12]2[CH:17]=[CH:16][C:15]([O:18][C:19]3[CH:24]=[CH:23][CH:22]=[CH:21][CH:20]=3)=[CH:14][CH:13]=2)=[O:10])=[CH:4][C:3]=1[N+:25]([O-:27])=[O:26])[CH3:29]. The catalyst class is: 175.